Dataset: Reaction yield outcomes from USPTO patents with 853,638 reactions. Task: Predict the reaction yield, written as a fraction of the theoretical maximum amount of product (1.0 means a 100% yield; for example, 0.34 means a 34% yield). (1) The reactants are Cl[C:2]1[S:3][C:4]2[CH:10]=[C:9]([Cl:11])[CH:8]=[CH:7][C:5]=2[N:6]=1.C(=O)([O-])[O-].[K+].[K+].[NH:18]1[CH2:23][CH2:22][NH:21][CH2:20][CH2:19]1. The catalyst is CN(C=O)C. The product is [Cl:11][C:9]1[CH:8]=[CH:7][C:5]2[N:6]=[C:2]([N:18]3[CH2:23][CH2:22][NH:21][CH2:20][CH2:19]3)[S:3][C:4]=2[CH:10]=1. The yield is 1.00. (2) The reactants are [C:1]([NH:4][C@@H:5]1[C@@H:10]([O:11][CH2:12][C:13]2[CH:18]=[CH:17][CH:16]=[CH:15][CH:14]=2)[C@H:9]([O:19][CH2:20][C:21]2[CH:26]=[CH:25][CH:24]=[CH:23][CH:22]=2)[C@@H:8]([CH2:27][O:28][CH2:29][C:30]2[CH:35]=[CH:34][CH:33]=[CH:32][CH:31]=2)[O:7][C@H:6]1[O:36][C@@H:37]1[C@@H:50]([CH2:51][O:52][CH2:53][C:54]2[CH:59]=[CH:58][CH:57]=[CH:56][CH:55]=2)[O:49][C@H:40]([O:41][CH2:42][C:43]2[CH:48]=[CH:47][CH:46]=[CH:45][CH:44]=2)[C@H:39]([NH:60][C:61](=[O:63])[CH3:62])[C@H:38]1[O:64][CH2:65][C:66]([OH:68])=[O:67])(=[O:3])[CH3:2].[N+](=[CH2:71])=[N-].C(O)(=O)C. The catalyst is ClCCl.CO.C(OCC)C. The product is [C:1]([NH:4][C@@H:5]1[C@@H:10]([O:11][CH2:12][C:13]2[CH:18]=[CH:17][CH:16]=[CH:15][CH:14]=2)[C@H:9]([O:19][CH2:20][C:21]2[CH:22]=[CH:23][CH:24]=[CH:25][CH:26]=2)[C@@H:8]([CH2:27][O:28][CH2:29][C:30]2[CH:35]=[CH:34][CH:33]=[CH:32][CH:31]=2)[O:7][C@H:6]1[O:36][C@@H:37]1[C@@H:50]([CH2:51][O:52][CH2:53][C:54]2[CH:55]=[CH:56][CH:57]=[CH:58][CH:59]=2)[O:49][C@H:40]([O:41][CH2:42][C:43]2[CH:48]=[CH:47][CH:46]=[CH:45][CH:44]=2)[C@H:39]([NH:60][C:61](=[O:63])[CH3:62])[C@H:38]1[O:64][CH2:65][C:66]([O:68][CH3:71])=[O:67])(=[O:3])[CH3:2]. The yield is 0.930. (3) The reactants are [C:1]([CH2:3]P(=O)(OCC)OCC)#[N:2].[H-].[Na+].[CH3:14][C:15]1[S:16][C:17]2[C:26]3[C:25](=O)[CH2:24][CH2:23][C:22]=3[CH:21]=[CH:20][C:18]=2[N:19]=1.C(=O)([O-])O.[Na+]. The catalyst is O1CCCC1. The product is [CH3:14][C:15]1[S:16][C:17]2[C:26]3[C:25](=[CH:3][C:1]#[N:2])[CH2:24][CH2:23][C:22]=3[CH:21]=[CH:20][C:18]=2[N:19]=1. The yield is 0.540. (4) The reactants are [NH2:1][C:2]1[CH:7]=[CH:6][C:5]([C:8]#[C:9][C:10]2[N:11]([CH2:23][CH3:24])[C:12]3[C:17]([C:18]=2[C:19]#[N:20])=[CH:16][CH:15]=[C:14]([O:21][CH3:22])[CH:13]=3)=[CH:4][CH:3]=1.[CH3:25][S:26](Cl)(=[O:28])=[O:27]. The catalyst is N1C=CC=CC=1.C(OCC)(=O)C. The product is [C:19]([C:18]1[C:17]2[C:12](=[CH:13][C:14]([O:21][CH3:22])=[CH:15][CH:16]=2)[N:11]([CH2:23][CH3:24])[C:10]=1[C:9]#[C:8][C:5]1[CH:6]=[CH:7][C:2]([NH:1][S:26]([CH3:25])(=[O:28])=[O:27])=[CH:3][CH:4]=1)#[N:20]. The yield is 0.920. (5) The reactants are S[C:2]1[CH:7]=[CH:6][CH:5]=[CH:4][N:3]=1.[S:8](=[O:12])(=O)(O)[OH:9].[Cl:13][O-].[Na+]. The catalyst is O. The product is [N:3]1[CH:4]=[CH:5][CH:6]=[CH:7][C:2]=1[S:8]([Cl:13])(=[O:12])=[O:9]. The yield is 0.770. (6) The reactants are [C:1]([O:4][C@H:5]1[C@H:10]([O:11][C:12](=[O:14])[CH3:13])[C@@H:9]([CH2:15][O:16][C:17](=[O:19])[CH3:18])[O:8][C@@H:7]([O:20][C@@H:21]2[C@H:30]([O:31][CH2:32][C:33]3[CH:38]=[CH:37][CH:36]=[CH:35][CH:34]=3)[C@@H:29]([O:39][CH2:40][C:41]3[CH:46]=[CH:45][CH:44]=[CH:43][CH:42]=3)[C@H:28]([CH3:47])[O:27][C@H:22]2[O:23]CC=C)[C@@H:6]1[NH:48][C:49](=[O:54])[C:50]([Cl:53])([Cl:52])[Cl:51])(=[O:3])[CH3:2]. The catalyst is O1CCCC1. The product is [C:1]([O:4][C@H:5]1[C@H:10]([O:11][C:12](=[O:14])[CH3:13])[C@@H:9]([CH2:15][O:16][C:17](=[O:19])[CH3:18])[O:8][C@@H:7]([O:20][C@@H:21]2[C@H:30]([O:31][CH2:32][C:33]3[CH:38]=[CH:37][CH:36]=[CH:35][CH:34]=3)[C@@H:29]([O:39][CH2:40][C:41]3[CH:42]=[CH:43][CH:44]=[CH:45][CH:46]=3)[C@H:28]([CH3:47])[O:27][C@H:22]2[OH:23])[C@@H:6]1[NH:48][C:49](=[O:54])[C:50]([Cl:53])([Cl:52])[Cl:51])(=[O:3])[CH3:2]. The yield is 0.810. (7) The reactants are [Br:1]([O-])(=O)=O.[Na+].[F:6][C:7]([F:21])([F:20])[C:8]1[CH:13]=[CH:12][CH:11]=[CH:10][C:9]=1[CH2:14][C:15]([O:17][CH2:18][CH3:19])=[O:16].S(=O)(O)[O-].[Na+].S(S([O-])=O)([O-])=O.[Na+].[Na+]. The catalyst is O.C(OCC)(=O)C. The product is [Br:1][CH:14]([C:9]1[CH:10]=[CH:11][CH:12]=[CH:13][C:8]=1[C:7]([F:20])([F:21])[F:6])[C:15]([O:17][CH2:18][CH3:19])=[O:16]. The yield is 0.310. (8) The reactants are [Br:1][C:2]1[CH:3]=[C:4]([N+:9]([O-:11])=[O:10])[C:5](O)=[N:6][CH:7]=1.S(Cl)([Cl:14])=O. The catalyst is CN(C=O)C. The product is [Br:1][C:2]1[CH:3]=[C:4]([N+:9]([O-:11])=[O:10])[C:5]([Cl:14])=[N:6][CH:7]=1. The yield is 0.820. (9) The reactants are [Br:1][C:2]1[CH:3]=[CH:4][C:5]2[N:6]([CH2:16][CH:17]([F:40])[CH2:18][N:19]([C:32]3[CH:37]=[CH:36][CH:35]=[C:34]([O:38][CH3:39])[CH:33]=3)S(C3C=CC([N+]([O-])=O)=CC=3)(=O)=O)[C:7]3[C:12]([C:13]=2[CH:14]=1)=[CH:11][C:10]([Br:15])=[CH:9][CH:8]=3.[OH-].[Li+].CN(C)C=O.SCC(O)=O. The catalyst is CCOC(C)=O. The product is [Br:15][C:10]1[CH:9]=[CH:8][C:7]2[N:6]([CH2:16][CH:17]([F:40])[CH2:18][NH:19][C:32]3[CH:37]=[CH:36][CH:35]=[C:34]([O:38][CH3:39])[CH:33]=3)[C:5]3[C:13]([C:12]=2[CH:11]=1)=[CH:14][C:2]([Br:1])=[CH:3][CH:4]=3. The yield is 0.880.